The task is: Predict the reactants needed to synthesize the given product.. This data is from Full USPTO retrosynthesis dataset with 1.9M reactions from patents (1976-2016). (1) Given the product [CH3:12][C:8]([C:7]1[C:2]([CH3:1])=[C:3]([NH2:13])[CH:4]=[CH:5][CH:6]=1)([CH3:11])[CH2:9][CH3:10], predict the reactants needed to synthesize it. The reactants are: [CH3:1][C:2]1[C:7]([C:8]([CH3:12])([CH3:11])[CH2:9][CH3:10])=[CH:6][CH:5]=[CH:4][C:3]=1[NH:13]C=O.[OH-].[K+].CO. (2) Given the product [F:1][C:2]1[CH:7]=[CH:6][C:5]([CH:8]2[O:12][C:11](=[O:13])[N:10]([C:25]([O:27][C:28]([CH3:31])([CH3:30])[CH3:29])=[O:26])[CH:9]2[CH2:14][C:15]2[CH:20]=[CH:19][C:18]([C:21]([F:22])([F:24])[F:23])=[CH:17][CH:16]=2)=[CH:4][CH:3]=1, predict the reactants needed to synthesize it. The reactants are: [F:1][C:2]1[CH:7]=[CH:6][C:5]([CH:8]2[O:12][C:11](=[O:13])[NH:10][CH:9]2[CH2:14][C:15]2[CH:20]=[CH:19][C:18]([C:21]([F:24])([F:23])[F:22])=[CH:17][CH:16]=2)=[CH:4][CH:3]=1.[C:25](O[C:25]([O:27][C:28]([CH3:31])([CH3:30])[CH3:29])=[O:26])([O:27][C:28]([CH3:31])([CH3:30])[CH3:29])=[O:26]. (3) The reactants are: [C:1]([NH:5][C:6]([C:8]1[C:12]2=[N:13][C:14]([C:17]3[C:25]4[C:20](=[CH:21][CH:22]=[C:23]([O:26][CH:27]([F:29])[F:28])[CH:24]=4)[NH:19][N:18]=3)=[CH:15][N:16]=[C:11]2[N:10]([C:30]([C:43]2[CH:48]=[CH:47][CH:46]=[CH:45][CH:44]=2)([C:37]2[CH:42]=[CH:41][CH:40]=[CH:39][CH:38]=2)[C:31]2[CH:36]=[CH:35][CH:34]=[CH:33][CH:32]=2)[CH:9]=1)=[O:7])([CH3:4])([CH3:3])[CH3:2].Cl[CH2:50][CH2:51][C:52](=[O:54])[CH3:53].C([O-])([O-])=O.[K+].[K+].O. Given the product [C:1]([NH:5][C:6]([C:8]1[C:12]2=[N:13][C:14]([C:17]3[C:25]4[C:20](=[CH:21][CH:22]=[C:23]([O:26][CH:27]([F:29])[F:28])[CH:24]=4)[N:19]([CH2:50][CH2:51][C:52](=[O:54])[CH3:53])[N:18]=3)=[CH:15][N:16]=[C:11]2[N:10]([C:30]([C:37]2[CH:42]=[CH:41][CH:40]=[CH:39][CH:38]=2)([C:31]2[CH:32]=[CH:33][CH:34]=[CH:35][CH:36]=2)[C:43]2[CH:48]=[CH:47][CH:46]=[CH:45][CH:44]=2)[CH:9]=1)=[O:7])([CH3:4])([CH3:2])[CH3:3], predict the reactants needed to synthesize it. (4) Given the product [NH2:1][C:2]1[C:3]([Br:25])=[C:4]2[C:8](=[CH:9][CH:10]=1)[NH:7][C:6]([C:11]([O:13][CH2:14][CH3:15])=[O:12])=[C:5]2[S:16]([N:19]1[CH2:24][CH2:23][O:22][CH2:21][CH2:20]1)(=[O:18])=[O:17], predict the reactants needed to synthesize it. The reactants are: [NH2:1][C:2]1[CH:3]=[C:4]2[C:8](=[CH:9][CH:10]=1)[NH:7][C:6]([C:11]([O:13][CH2:14][CH3:15])=[O:12])=[C:5]2[S:16]([N:19]1[CH2:24][CH2:23][O:22][CH2:21][CH2:20]1)(=[O:18])=[O:17].[Br:25]N1C(=O)CCC1=O. (5) Given the product [C:1]([N:8]1[CH2:13][CH2:12][CH2:11][C@@H:10]([O:14][S:16]([CH3:15])(=[O:18])=[O:17])[CH2:9]1)([O:3][C:4]([CH3:7])([CH3:6])[CH3:5])=[O:2], predict the reactants needed to synthesize it. The reactants are: [C:1]([N:8]1[CH2:13][CH2:12][CH2:11][C@@H:10]([OH:14])[CH2:9]1)([O:3][C:4]([CH3:7])([CH3:6])[CH3:5])=[O:2].[CH3:15][S:16](O[S:16]([CH3:15])(=[O:18])=[O:17])(=[O:18])=[O:17]. (6) Given the product [N:21]1[CH:26]=[CH:25][C:24]([NH:27][C:28]([N:30]2[CH2:31][CH:32]([O:34][C:35]3[CH:40]=[CH:39][C:38]([C:8]4[CH:9]=[CH:10][CH:11]=[C:6]([O:5][CH2:4][CH2:3][O:2][CH3:1])[CH:7]=4)=[CH:37][N:36]=3)[CH2:33]2)=[O:29])=[N:23][CH:22]=1, predict the reactants needed to synthesize it. The reactants are: [CH3:1][O:2][CH2:3][CH2:4][O:5][C:6]1[CH:7]=[C:8](B2OC(C)(C)C(C)(C)O2)[CH:9]=[CH:10][CH:11]=1.[N:21]1[CH:26]=[CH:25][C:24]([NH:27][C:28]([N:30]2[CH2:33][CH:32]([O:34][C:35]3[CH:40]=[CH:39][C:38](I)=[CH:37][N:36]=3)[CH2:31]2)=[O:29])=[N:23][CH:22]=1.C(=O)([O-])[O-].[K+].[K+].[OH-].[Na+].